Dataset: Reaction yield outcomes from USPTO patents with 853,638 reactions. Task: Predict the reaction yield, written as a fraction of the theoretical maximum amount of product (1.0 means a 100% yield; for example, 0.34 means a 34% yield). (1) The reactants are [N:1]1[N:2]=[C:3]([C:10]2[CH:19]=[CH:18][C:17]3[C:12](=[C:13](Br)[CH:14]=[C:15]([F:20])[CH:16]=3)[N:11]=2)[N:4]2[CH:9]=[CH:8][CH:7]=[CH:6][C:5]=12.[NH:22]1[CH2:27][CH2:26][CH:25]([CH2:28][NH:29][C:30](=[O:36])[O:31][C:32]([CH3:35])([CH3:34])[CH3:33])[CH2:24][CH2:23]1.C([O-])([O-])=O.[Cs+].[Cs+]. The catalyst is C1(C)C=CC=CC=1.C1C=CC(/C=C/C(/C=C/C2C=CC=CC=2)=O)=CC=1.C1C=CC(/C=C/C(/C=C/C2C=CC=CC=2)=O)=CC=1.C1C=CC(/C=C/C(/C=C/C2C=CC=CC=2)=O)=CC=1.[Pd].[Pd]. The product is [N:1]1[N:2]=[C:3]([C:10]2[CH:19]=[CH:18][C:17]3[C:12](=[C:13]([N:22]4[CH2:27][CH2:26][CH:25]([CH2:28][NH:29][C:30](=[O:36])[O:31][C:32]([CH3:34])([CH3:33])[CH3:35])[CH2:24][CH2:23]4)[CH:14]=[C:15]([F:20])[CH:16]=3)[N:11]=2)[N:4]2[CH:9]=[CH:8][CH:7]=[CH:6][C:5]=12. The yield is 0.970. (2) The reactants are [CH3:1][S:2](Cl)(=[O:4])=[O:3].[C:6]([NH:10][C:11](=[O:36])[CH2:12][N:13]1[C:22](=[O:23])[C:21]2[C:16](=[CH:17][CH:18]=[C:19]([CH:24]=[CH:25][CH2:26][CH2:27][OH:28])[CH:20]=2)[N:15]=[C:14]1[C:29]1[CH:34]=[CH:33][CH:32]=[C:31]([Cl:35])[CH:30]=1)([CH3:9])([CH3:8])[CH3:7].C(N(CC)CC)C. The catalyst is ClCCl. The product is [C:6]([NH:10][C:11]([CH2:12][N:13]1[C:22](=[O:23])[C:21]2[C:16](=[CH:17][CH:18]=[C:19]([CH:24]=[CH:25][CH2:26][CH2:27][O:28][S:2]([CH3:1])(=[O:4])=[O:3])[CH:20]=2)[N:15]=[C:14]1[C:29]1[CH:34]=[CH:33][CH:32]=[C:31]([Cl:35])[CH:30]=1)=[O:36])([CH3:9])([CH3:7])[CH3:8]. The yield is 0.840. (3) The reactants are [Cl:1][C:2]1[N:10](CC=C)[C:9]2[C:8](=[O:14])[NH:7][C:6](=[O:15])[N:5]([CH2:16][CH2:17][CH2:18][CH2:19][CH3:20])[C:4]=2[N:3]=1.CS(C)=O.N1CCOCC1. The catalyst is C1COCC1.CCOC(C)=O.[Pd].C1(P(C2C=CC=CC=2)C2C=CC=CC=2)C=CC=CC=1.C1(P(C2C=CC=CC=2)C2C=CC=CC=2)C=CC=CC=1.C1(P(C2C=CC=CC=2)C2C=CC=CC=2)C=CC=CC=1.C1(P(C2C=CC=CC=2)C2C=CC=CC=2)C=CC=CC=1. The product is [Cl:1][C:2]1[NH:10][C:9]2[C:8](=[O:14])[NH:7][C:6](=[O:15])[N:5]([CH2:16][CH2:17][CH2:18][CH2:19][CH3:20])[C:4]=2[N:3]=1. The yield is 0.330. (4) The reactants are [C:1]([N:4]1[C:16]2[CH:15]=[CH:14][C:13](I)=[CH:12][C:11]=2[C:10]2[C:5]1=[CH:6][CH:7]=[CH:8][CH:9]=2)(=[O:3])[CH3:2].[C:18]1([NH:24][C:25]2[CH:30]=[CH:29][CH:28]=[CH:27][CH:26]=2)[CH:23]=[CH:22][CH:21]=[CH:20][CH:19]=1.CO.CCCCCC. The catalyst is CN(C)C(=O)C.[Cu-]=O. The product is [C:1]([N:4]1[C:16]2[CH:15]=[CH:14][C:13]([N:24]([C:25]3[CH:26]=[CH:27][CH:28]=[CH:29][CH:30]=3)[C:18]3[CH:23]=[CH:22][CH:21]=[CH:20][CH:19]=3)=[CH:12][C:11]=2[C:10]2[C:5]1=[CH:6][CH:7]=[CH:8][CH:9]=2)(=[O:3])[CH3:2]. The yield is 0.480.